This data is from NCI-60 drug combinations with 297,098 pairs across 59 cell lines. The task is: Regression. Given two drug SMILES strings and cell line genomic features, predict the synergy score measuring deviation from expected non-interaction effect. (1) Drug 1: C1CCN(CC1)CCOC2=CC=C(C=C2)C(=O)C3=C(SC4=C3C=CC(=C4)O)C5=CC=C(C=C5)O. Drug 2: CC1=C(C=C(C=C1)NC(=O)C2=CC=C(C=C2)CN3CCN(CC3)C)NC4=NC=CC(=N4)C5=CN=CC=C5. Cell line: A549. Synergy scores: CSS=-2.88, Synergy_ZIP=4.50, Synergy_Bliss=4.87, Synergy_Loewe=-3.54, Synergy_HSA=-2.64. (2) Drug 1: C1=CC(=CC=C1CC(C(=O)O)N)N(CCCl)CCCl.Cl. Drug 2: C1=NC2=C(N=C(N=C2N1C3C(C(C(O3)CO)O)O)F)N. Cell line: SK-MEL-28. Synergy scores: CSS=7.08, Synergy_ZIP=-3.46, Synergy_Bliss=-0.622, Synergy_Loewe=-5.42, Synergy_HSA=-3.46. (3) Drug 1: C1CCC(C1)C(CC#N)N2C=C(C=N2)C3=C4C=CNC4=NC=N3. Drug 2: C1=CC=C(C(=C1)C(C2=CC=C(C=C2)Cl)C(Cl)Cl)Cl. Cell line: SNB-19. Synergy scores: CSS=-0.491, Synergy_ZIP=2.53, Synergy_Bliss=1.00, Synergy_Loewe=-1.59, Synergy_HSA=-2.00. (4) Drug 1: C1CN1C2=NC(=NC(=N2)N3CC3)N4CC4. Drug 2: CC12CCC3C(C1CCC2OP(=O)(O)O)CCC4=C3C=CC(=C4)OC(=O)N(CCCl)CCCl.[Na+]. Cell line: IGROV1. Synergy scores: CSS=18.9, Synergy_ZIP=-9.34, Synergy_Bliss=-3.49, Synergy_Loewe=-1.24, Synergy_HSA=-0.842. (5) Drug 1: CC12CCC(CC1=CCC3C2CCC4(C3CC=C4C5=CN=CC=C5)C)O. Drug 2: C(CCl)NC(=O)N(CCCl)N=O. Cell line: M14. Synergy scores: CSS=0.418, Synergy_ZIP=5.22, Synergy_Bliss=0.957, Synergy_Loewe=-0.467, Synergy_HSA=0.211. (6) Drug 1: CC1OCC2C(O1)C(C(C(O2)OC3C4COC(=O)C4C(C5=CC6=C(C=C35)OCO6)C7=CC(=C(C(=C7)OC)O)OC)O)O. Drug 2: CC(C)CN1C=NC2=C1C3=CC=CC=C3N=C2N. Cell line: NCI-H226. Synergy scores: CSS=10.6, Synergy_ZIP=-3.68, Synergy_Bliss=-1.65, Synergy_Loewe=-6.95, Synergy_HSA=-4.17. (7) Synergy scores: CSS=-0.902, Synergy_ZIP=0.201, Synergy_Bliss=0.580, Synergy_Loewe=-1.14, Synergy_HSA=-0.429. Cell line: MDA-MB-231. Drug 1: C1=NC2=C(N=C(N=C2N1C3C(C(C(O3)CO)O)F)Cl)N. Drug 2: C1=CC=C(C(=C1)C(C2=CC=C(C=C2)Cl)C(Cl)Cl)Cl. (8) Drug 1: C(=O)(N)NO. Drug 2: CC(C)NC(=O)C1=CC=C(C=C1)CNNC.Cl. Cell line: NCI-H226. Synergy scores: CSS=-0.635, Synergy_ZIP=-0.593, Synergy_Bliss=-2.67, Synergy_Loewe=-1.54, Synergy_HSA=-2.46. (9) Cell line: HCC-2998. Synergy scores: CSS=26.1, Synergy_ZIP=-11.0, Synergy_Bliss=-8.60, Synergy_Loewe=-1.10, Synergy_HSA=-0.237. Drug 2: CC1=C(N=C(N=C1N)C(CC(=O)N)NCC(C(=O)N)N)C(=O)NC(C(C2=CN=CN2)OC3C(C(C(C(O3)CO)O)O)OC4C(C(C(C(O4)CO)O)OC(=O)N)O)C(=O)NC(C)C(C(C)C(=O)NC(C(C)O)C(=O)NCCC5=NC(=CS5)C6=NC(=CS6)C(=O)NCCC[S+](C)C)O. Drug 1: CCC1=C2CN3C(=CC4=C(C3=O)COC(=O)C4(CC)O)C2=NC5=C1C=C(C=C5)O.